This data is from NCI-60 drug combinations with 297,098 pairs across 59 cell lines. The task is: Regression. Given two drug SMILES strings and cell line genomic features, predict the synergy score measuring deviation from expected non-interaction effect. (1) Cell line: OVCAR-5. Drug 1: CCCS(=O)(=O)NC1=C(C(=C(C=C1)F)C(=O)C2=CNC3=C2C=C(C=N3)C4=CC=C(C=C4)Cl)F. Drug 2: CC1=C2C(C(=O)C3(C(CC4C(C3C(C(C2(C)C)(CC1OC(=O)C(C(C5=CC=CC=C5)NC(=O)OC(C)(C)C)O)O)OC(=O)C6=CC=CC=C6)(CO4)OC(=O)C)OC)C)OC. Synergy scores: CSS=53.6, Synergy_ZIP=9.71, Synergy_Bliss=8.55, Synergy_Loewe=-25.6, Synergy_HSA=5.49. (2) Drug 1: C1CN1P(=S)(N2CC2)N3CC3. Drug 2: C(CN)CNCCSP(=O)(O)O. Cell line: RXF 393. Synergy scores: CSS=4.37, Synergy_ZIP=-0.452, Synergy_Bliss=1.26, Synergy_Loewe=-3.90, Synergy_HSA=-1.08. (3) Drug 1: CS(=O)(=O)OCCCCOS(=O)(=O)C. Drug 2: CC(C)NC(=O)C1=CC=C(C=C1)CNNC.Cl. Cell line: NCI-H522. Synergy scores: CSS=7.81, Synergy_ZIP=-2.93, Synergy_Bliss=-0.426, Synergy_Loewe=-0.334, Synergy_HSA=-0.0472. (4) Drug 1: C1=NC(=NC(=O)N1C2C(C(C(O2)CO)O)O)N. Drug 2: CC12CCC3C(C1CCC2O)C(CC4=C3C=CC(=C4)O)CCCCCCCCCS(=O)CCCC(C(F)(F)F)(F)F. Cell line: NCIH23. Synergy scores: CSS=3.29, Synergy_ZIP=0.315, Synergy_Bliss=3.21, Synergy_Loewe=-0.468, Synergy_HSA=-0.468. (5) Drug 2: CC1=C(N=C(N=C1N)C(CC(=O)N)NCC(C(=O)N)N)C(=O)NC(C(C2=CN=CN2)OC3C(C(C(C(O3)CO)O)O)OC4C(C(C(C(O4)CO)O)OC(=O)N)O)C(=O)NC(C)C(C(C)C(=O)NC(C(C)O)C(=O)NCCC5=NC(=CS5)C6=NC(=CS6)C(=O)NCCC[S+](C)C)O. Cell line: HS 578T. Synergy scores: CSS=23.0, Synergy_ZIP=-0.826, Synergy_Bliss=-0.620, Synergy_Loewe=-2.23, Synergy_HSA=0.818. Drug 1: C1=NC2=C(N=C(N=C2N1C3C(C(C(O3)CO)O)F)Cl)N. (6) Synergy scores: CSS=1.22, Synergy_ZIP=1.30, Synergy_Bliss=4.43, Synergy_Loewe=0.0587, Synergy_HSA=0.0678. Cell line: NCI/ADR-RES. Drug 2: C1C(C(OC1N2C=NC(=NC2=O)N)CO)O. Drug 1: CC(C)(C#N)C1=CC(=CC(=C1)CN2C=NC=N2)C(C)(C)C#N.